From a dataset of Forward reaction prediction with 1.9M reactions from USPTO patents (1976-2016). Predict the product of the given reaction. (1) Given the reactants Cl.Cl.[Cl:3][C:4]1[CH:5]=[C:6](/[CH:16]=[CH:17]/[C:18]([O:20][CH2:21][CH3:22])=[O:19])[CH:7]=[N:8][C:9]=1[NH:10][C@@H:11]1[CH2:15][CH2:14][NH:13][CH2:12]1.[CH:23]1([C:29](Cl)=[O:30])[CH2:28][CH2:27][CH2:26][CH2:25][CH2:24]1.CCN(CC)CC.CCOC(C)=O, predict the reaction product. The product is: [Cl:3][C:4]1[CH:5]=[C:6](/[CH:16]=[CH:17]/[C:18]([O:20][CH2:21][CH3:22])=[O:19])[CH:7]=[N:8][C:9]=1[NH:10][C@@H:11]1[CH2:15][CH2:14][N:13]([C:29]([CH:23]2[CH2:28][CH2:27][CH2:26][CH2:25][CH2:24]2)=[O:30])[CH2:12]1. (2) The product is: [NH2:15][C@@H:10]([C:11]([CH3:14])([CH3:13])[CH3:12])[C:9]([N:6]1[CH2:7][CH2:8][C@@H:4]([N:1]=[N+:2]=[N-:3])[C@H:5]1[C:24]([NH:26][C@@H:27]([CH2:32][C:33]1[CH:42]=[CH:41][C:40]2[C:35](=[CH:36][CH:37]=[CH:38][CH:39]=2)[CH:34]=1)[C:28]([O:30][CH3:31])=[O:29])=[O:25])=[O:23]. Given the reactants [N:1]([C@@H:4]1[CH2:8][CH2:7][N:6]([C:9](=[O:23])[C@@H:10]([NH:15]C(OC(C)(C)C)=O)[C:11]([CH3:14])([CH3:13])[CH3:12])[C@@H:5]1[C:24]([NH:26][C@@H:27]([CH2:32][C:33]1[CH:42]=[CH:41][C:40]2[C:35](=[CH:36][CH:37]=[CH:38][CH:39]=2)[CH:34]=1)[C:28]([O:30][CH3:31])=[O:29])=[O:25])=[N+:2]=[N-:3].Cl, predict the reaction product. (3) Given the reactants [CH2:1]([O:8][CH2:9][CH:10]([C:12]1[C:13]([CH3:24])=[N:14][O:15][C:16]=1[C:17]1[CH:22]=[CH:21][C:20](Br)=[CH:19][CH:18]=1)[OH:11])[C:2]1[CH:7]=[CH:6][CH:5]=[CH:4][CH:3]=1.[CH2:25]([O:27][C:28]([C:30]1([C:33]2[CH:38]=[CH:37][C:36](B3OC(C)(C)C(C)(C)O3)=[CH:35][CH:34]=2)[CH2:32][CH2:31]1)=[O:29])[CH3:26], predict the reaction product. The product is: [CH2:25]([O:27][C:28]([C:30]1([C:33]2[CH:38]=[CH:37][C:36]([C:20]3[CH:21]=[CH:22][C:17]([C:16]4[O:15][N:14]=[C:13]([CH3:24])[C:12]=4[CH:10]([OH:11])[CH2:9][O:8][CH2:1][C:2]4[CH:7]=[CH:6][CH:5]=[CH:4][CH:3]=4)=[CH:18][CH:19]=3)=[CH:35][CH:34]=2)[CH2:31][CH2:32]1)=[O:29])[CH3:26]. (4) Given the reactants [CH2:1]1[C:10]2[C:5](=[CH:6][CH:7]=[CH:8][CH:9]=2)[CH2:4][CH2:3][NH:2]1.[N:11]1([C:17]2[N:18]=[C:19]([CH2:24][C:25](OCC)=[O:26])[NH:20][C:21](=[O:23])[CH:22]=2)[CH2:16][CH2:15][O:14][CH2:13][CH2:12]1.C[Al](C)C, predict the reaction product. The product is: [CH2:1]1[C:10]2[C:5](=[CH:6][CH:7]=[CH:8][CH:9]=2)[CH2:4][CH2:3][N:2]1[C:25](=[O:26])[CH2:24][C:19]1[NH:20][C:21](=[O:23])[CH:22]=[C:17]([N:11]2[CH2:12][CH2:13][O:14][CH2:15][CH2:16]2)[N:18]=1. (5) Given the reactants Cl.[C:2](Cl)(=[O:9])[C:3]1[CH:8]=[CH:7][N:6]=[CH:5][CH:4]=1.C(N(CC)CC)C.ClCCl.[CH3:21][C:22]1[CH:23]=[CH:24][C:25]([N:29]2[CH2:34][CH2:33][CH2:32][CH2:31][CH2:30]2)=[C:26]([CH:28]=1)[NH2:27], predict the reaction product. The product is: [CH3:21][C:22]1[CH:23]=[CH:24][C:25]([N:29]2[CH2:34][CH2:33][CH2:32][CH2:31][CH2:30]2)=[C:26]([NH:27][C:2](=[O:9])[C:3]2[CH:8]=[CH:7][N:6]=[CH:5][CH:4]=2)[CH:28]=1.